From a dataset of Forward reaction prediction with 1.9M reactions from USPTO patents (1976-2016). Predict the product of the given reaction. (1) Given the reactants [N+:1]([C:4]1[CH:5]=[C:6]([C:22]#[N:23])[NH:7][C:8]=1[C:9]1[CH:10]=[CH:11][C:12]2[NH:17][C:16](=[O:18])[O:15][C:14]([CH3:20])([CH3:19])[C:13]=2[CH:21]=1)([O-])=O.[Cl-].[NH4+].O, predict the reaction product. The product is: [NH2:1][C:4]1[CH:5]=[C:6]([C:22]#[N:23])[NH:7][C:8]=1[C:9]1[CH:10]=[CH:11][C:12]2[NH:17][C:16](=[O:18])[O:15][C:14]([CH3:19])([CH3:20])[C:13]=2[CH:21]=1. (2) Given the reactants [CH2:1]([O:3][C:4]([N:6]1[CH2:11][CH2:10][CH:9]([NH:12][C:13]2[CH:18]=[CH:17][C:16]([CH3:19])=[CH:15][C:14]=2[NH2:20])[CH:8]([O:21][CH3:22])[CH2:7]1)=[O:5])[CH3:2].C([O-])(O)=O.[Na+], predict the reaction product. The product is: [CH2:1]([O:3][C:4]([N:6]1[CH2:11][CH2:10][CH:9]([N:12]2[C:13]3[CH:18]=[CH:17][C:16]([CH3:19])=[CH:15][C:14]=3[N:20]=[C:15]2[CH:16]([CH3:19])[CH3:17])[CH:8]([O:21][CH3:22])[CH2:7]1)=[O:5])[CH3:2]. (3) Given the reactants Cl[C:2]1[CH:11]=[CH:10][C:5]([C:6]([O:8][CH3:9])=[O:7])=[CH:4][C:3]=1[N+:12]([O-:14])=[O:13].[CH2:15]([SH:22])[C:16]1[CH:21]=[CH:20][CH:19]=[CH:18][CH:17]=1.C([O-])([O-])=O.[Na+].[Na+], predict the reaction product. The product is: [CH3:9][O:8][C:6](=[O:7])[C:5]1[CH:10]=[CH:11][C:2]([S:22][CH2:15][C:16]2[CH:21]=[CH:20][CH:19]=[CH:18][CH:17]=2)=[C:3]([N+:12]([O-:14])=[O:13])[CH:4]=1. (4) Given the reactants [Br:1][C:2]1[CH:3]=[C:4]([CH:9]2[S:14][CH2:13][CH2:12][CH2:11][S:10]2)[CH:5]=[CH:6][C:7]=1[F:8].C(NC(C)C)(C)C.[Li].[Si:23]([O:40][C:41]1[CH:42]=[C:43]([CH:46]=[CH:47][C:48]=1[CH2:49][CH3:50])[CH:44]=[O:45])([C:36]([CH3:39])([CH3:38])[CH3:37])([C:30]1[CH:35]=[CH:34][CH:33]=[CH:32][CH:31]=1)[C:24]1[CH:29]=[CH:28][CH:27]=[CH:26][CH:25]=1.[Cl-].[NH4+], predict the reaction product. The product is: [Br:1][C:2]1[CH:3]=[C:4]([C:9]2([CH:44]([C:43]3[CH:46]=[CH:47][C:48]([CH2:49][CH3:50])=[C:41]([O:40][Si:23]([C:36]([CH3:37])([CH3:39])[CH3:38])([C:24]4[CH:25]=[CH:26][CH:27]=[CH:28][CH:29]=4)[C:30]4[CH:35]=[CH:34][CH:33]=[CH:32][CH:31]=4)[CH:42]=3)[OH:45])[S:10][CH2:11][CH2:12][CH2:13][S:14]2)[CH:5]=[CH:6][C:7]=1[F:8]. (5) Given the reactants [CH2:1]([O:3][C:4]1[CH:17]=[CH:16][C:7](/[CH:8]=[C:9]2/[C:10](=[O:15])[NH:11][C:12](=[O:14])[S:13]/2)=[CH:6][CH:5]=1)[CH3:2].Br[CH:19]([CH3:29])[CH2:20][NH:21][C:22](=[O:28])[O:23][C:24]([CH3:27])([CH3:26])[CH3:25].C(OC1C=CC(/C=C2/C(=O)N(CCCNC(=O)OC(C)(C)C)C(=O)S/2)=CC=1)C, predict the reaction product. The product is: [CH2:1]([O:3][C:4]1[CH:17]=[CH:16][C:7](/[CH:8]=[C:9]2/[C:10](=[O:15])[N:11]([CH:19]([CH3:29])[CH2:20][NH:21][C:22](=[O:28])[O:23][C:24]([CH3:27])([CH3:26])[CH3:25])[C:12](=[O:14])[S:13]/2)=[CH:6][CH:5]=1)[CH3:2]. (6) Given the reactants [CH2:1]([C@H:8]1[N:13]([C:14]([C:16]2[N:17]=[CH:18][N:19]([CH:27]3[CH2:34][CH2:33][CH2:32][CH2:31][C:28]43[O:30][CH2:29]4)[C:20]=2[C:21]2[CH:26]=[CH:25][CH:24]=[CH:23][CH:22]=2)=[O:15])[CH2:12][CH2:11][N:10]([C:35]([O:37][C:38]([CH3:41])([CH3:40])[CH3:39])=[O:36])[CH2:9]1)[C:2]1[CH:7]=[CH:6][CH:5]=[CH:4][CH:3]=1.[CH2:42]([NH2:44])[CH3:43].Cl([O-])(=O)(=O)=O.[Li+], predict the reaction product. The product is: [CH2:1]([C@H:8]1[N:13]([C:14]([C:16]2[N:17]=[CH:18][N:19]([CH:27]3[CH2:34][CH2:33][CH2:32][CH2:31][C:28]3([CH2:29][NH:44][CH2:42][CH3:43])[OH:30])[C:20]=2[C:21]2[CH:22]=[CH:23][CH:24]=[CH:25][CH:26]=2)=[O:15])[CH2:12][CH2:11][N:10]([C:35]([O:37][C:38]([CH3:39])([CH3:41])[CH3:40])=[O:36])[CH2:9]1)[C:2]1[CH:3]=[CH:4][CH:5]=[CH:6][CH:7]=1. (7) The product is: [NH:15]1[CH2:16][CH:13]([CH2:12][NH:11][C:4]2[C:5]3[O:10][CH:9]=[CH:8][C:6]=3[N:7]=[C:2]([Cl:1])[N:3]=2)[CH2:14]1. Given the reactants [Cl:1][C:2]1[N:3]=[C:4]([NH:11][CH2:12][CH:13]2[CH2:16][N:15](C(OC(C)(C)C)=O)[CH2:14]2)[C:5]2[O:10][CH:9]=[CH:8][C:6]=2[N:7]=1.FC(F)(F)C(O)=O, predict the reaction product.